From a dataset of Catalyst prediction with 721,799 reactions and 888 catalyst types from USPTO. Predict which catalyst facilitates the given reaction. (1) Reactant: [Cl:1][C:2]1[CH:3]=[CH:4][C:5]2[NH:11][C:10](=O)[C@@H:9]([CH2:13][C:14]([O:16][CH:17]([CH3:19])[CH3:18])=[O:15])[S:8][C@H:7]([C:20]3[CH:25]=[CH:24][CH:23]=[C:22]([O:26][CH3:27])[C:21]=3[Cl:28])[C:6]=2[CH:29]=1.COC1C=CC(P2(SP(C3C=CC(OC)=CC=3)(=S)S2)=[S:39])=CC=1. Product: [Cl:1][C:2]1[CH:3]=[CH:4][C:5]2[NH:11][C:10](=[S:39])[C@@H:9]([CH2:13][C:14]([O:16][CH:17]([CH3:19])[CH3:18])=[O:15])[S:8][C@H:7]([C:20]3[CH:25]=[CH:24][CH:23]=[C:22]([O:26][CH3:27])[C:21]=3[Cl:28])[C:6]=2[CH:29]=1. The catalyst class is: 11. (2) Reactant: [CH3:1][O:2][C:3]1[N:8]=[CH:7][C:6](C(O)=O)=[CH:5][N:4]=1.CC[N:14]([CH:18](C)C)C(C)C.C1C=CC(P(N=[N+]=[N-])(C2C=CC=CC=2)=[O:28])=CC=1.Cl.[F:39][C:40]([F:60])([F:59])[C:41]1[CH:46]=[CH:45][C:44]([C@@H:47]([C:49]2[C:54]([C:55]([F:58])([F:57])[F:56])=[CH:53][CH:52]=[CH:51][N:50]=2)[NH2:48])=[CH:43][CH:42]=1. Product: [CH3:1][O:2][C:3]1[N:4]=[CH:5][C:6]([NH:14][C:18]([NH:48][C@@H:47]([C:44]2[CH:43]=[CH:42][C:41]([C:40]([F:59])([F:39])[F:60])=[CH:46][CH:45]=2)[C:49]2[C:54]([C:55]([F:58])([F:56])[F:57])=[CH:53][CH:52]=[CH:51][N:50]=2)=[O:28])=[CH:7][N:8]=1. The catalyst class is: 11. (3) Reactant: C(O[C:6](=[O:25])[NH:7][C@H:8]([CH:13]([C:15](=[O:24])[NH:16][CH2:17][C:18]1[CH:23]=[CH:22][CH:21]=[CH:20][CH:19]=1)[OH:14])[CH2:9][CH2:10][CH2:11][CH3:12])(C)(C)C.FC(F)(F)C(O)=O.C(N(CC)C(C)C)(C)C.[C:42]([NH:45][C@@H:46]([CH2:66][C:67]1[CH:72]=[CH:71][CH:70]=[CH:69][C:68]=1[CH3:73])[C:47]([NH:49][C@@H:50]([C:62]([CH3:65])([CH3:64])[CH3:63])[C:51]([NH:53][C@@H:54]([CH2:58][CH:59]([CH3:61])[CH3:60])C(O)=O)=[O:52])=[O:48])(=[O:44])[CH3:43].CN(C(ON1N=NC2C=CC=NC1=2)=[N+](C)C)C.F[P-](F)(F)(F)(F)F. Product: [CH2:17]([NH:16][C:15](=[O:24])[C@@H:13]([OH:14])[CH:8]([NH:7][C:6](=[O:25])[C@@H:54]([NH:53][C:51](=[O:52])[C@@H:50]([NH:49][C:47](=[O:48])[C@@H:46]([NH:45][C:42](=[O:44])[CH3:43])[CH2:66][C:67]1[CH:72]=[CH:71][CH:70]=[CH:69][C:68]=1[CH3:73])[C:62]([CH3:63])([CH3:64])[CH3:65])[CH2:58][CH:59]([CH3:61])[CH3:60])[CH2:9][CH2:10][CH2:11][CH3:12])[C:18]1[CH:19]=[CH:20][CH:21]=[CH:22][CH:23]=1. The catalyst class is: 59. (4) Reactant: C([Li:5])CCC.[CH:6]([NH:9][CH:10]([CH3:12])[CH3:11])([CH3:8])[CH3:7].[Li+].CC([N-]C(C)C)C.[Br:21][C:22]1[CH:23]=[N:24][CH:25]=[CH:26][C:27]=1[CH3:28].[Si:29]([O:36][N:37]=[C:38]1[C:46]2[C:41](=[CH:42][C:43]([C:47](OC)=[O:48])=[CH:44][CH:45]=2)[CH2:40][CH2:39]1)([C:32]([CH3:35])([CH3:34])[CH3:33])([CH3:31])[CH3:30].[Cl-].[NH4+]. Product: [Li+:5].[CH3:7][CH:6]([N-:9][CH:10]([CH3:12])[CH3:11])[CH3:8].[Br:21][C:22]1[CH:23]=[N:24][CH:25]=[CH:26][C:27]=1[CH2:28][C:47]([C:43]1[CH:42]=[C:41]2[C:46](=[CH:45][CH:44]=1)[C:38](=[N:37][O:36][Si:29]([C:32]([CH3:35])([CH3:34])[CH3:33])([CH3:30])[CH3:31])[CH2:39][CH2:40]2)=[O:48]. The catalyst class is: 56. (5) Product: [OH:10][CH2:9][C:7]1[CH:8]=[C:3]([CH:4]=[CH:5][C:6]=1[CH2:11][N:12]([CH2:21][C:22]1[C:27]([CH3:28])=[CH:26][CH:25]=[CH:24][N:23]=1)[CH:13]([C:15]1[CH:20]=[CH:19][CH:18]=[CH:17][N:16]=1)[CH3:14])[CH2:2][NH:1][C:30](=[O:31])[CH3:29]. The catalyst class is: 2. Reactant: [NH2:1][CH2:2][C:3]1[CH:4]=[CH:5][C:6]([CH2:11][N:12]([CH2:21][C:22]2[C:27]([CH3:28])=[CH:26][CH:25]=[CH:24][N:23]=2)[C@H:13]([C:15]2[CH:20]=[CH:19][CH:18]=[CH:17][N:16]=2)[CH3:14])=[C:7]([CH2:9][OH:10])[CH:8]=1.[CH3:29][C:30](OC(C)=O)=[O:31].CCN(CC)CC.C([O-])(O)=O.[Na+].